This data is from Forward reaction prediction with 1.9M reactions from USPTO patents (1976-2016). The task is: Predict the product of the given reaction. (1) Given the reactants [CH2:1]([O:5][C:6]1[CH:10]=[C:9]([CH2:11][CH2:12][C:13]([O:15]CC)=[O:14])[N:8]([CH2:18][C:19]2[CH:24]=[CH:23][C:22]([Cl:25])=[CH:21][C:20]=2[Cl:26])[N:7]=1)[CH2:2][CH2:3][CH3:4].[OH-].[Na+].O1CCCC1, predict the reaction product. The product is: [CH2:1]([O:5][C:6]1[CH:10]=[C:9]([CH2:11][CH2:12][C:13]([OH:15])=[O:14])[N:8]([CH2:18][C:19]2[CH:24]=[CH:23][C:22]([Cl:25])=[CH:21][C:20]=2[Cl:26])[N:7]=1)[CH2:2][CH2:3][CH3:4]. (2) Given the reactants Cl.CN.[F:4][C:5]1[C:13]([O:14][CH2:15][CH2:16][O:17][CH3:18])=[C:12]2[C:8]([CH:9]=[C:10]([C:19]3[S:20][CH:21]([CH2:24][C:25]([OH:27])=O)[CH2:22][N:23]=3)[NH:11]2)=[CH:7][C:6]=1[O:28][C:29]1[CH:30]=[N:31][C:32]([S:35]([CH3:38])(=[O:37])=[O:36])=[CH:33][CH:34]=1.O[N:40]1[C:44]2C=CC=CC=2N=N1.Cl.C(N=C=NCCCN(C)C)C, predict the reaction product. The product is: [F:4][C:5]1[C:13]([O:14][CH2:15][CH2:16][O:17][CH3:18])=[C:12]2[C:8]([CH:9]=[C:10]([C:19]3[S:20][CH:21]([CH2:24][C:25]([NH:40][CH3:44])=[O:27])[CH2:22][N:23]=3)[NH:11]2)=[CH:7][C:6]=1[O:28][C:29]1[CH:30]=[N:31][C:32]([S:35]([CH3:38])(=[O:36])=[O:37])=[CH:33][CH:34]=1. (3) Given the reactants [NH2:1][C@@H:2]1[C:5]([CH3:7])([CH3:6])[N:4](C([Si](C)(C)C)[Si](C)(C)C)[C:3]1=[O:17].CCN(C(C)C)C(C)C.[CH:27]1([CH2:33][CH2:34][CH2:35][CH2:36][O:37][C:38](N2C=CC=CC2=O)=[O:39])[CH2:32][CH2:31][CH2:30][CH2:29][CH2:28]1.C1(CCCCO)CCCCC1, predict the reaction product. The product is: [CH:27]1([CH2:33][CH2:34][CH2:35][CH2:36][O:37][C:38](=[O:39])[NH:1][C@H:2]2[C:3](=[O:17])[NH:4][C:5]2([CH3:7])[CH3:6])[CH2:32][CH2:31][CH2:30][CH2:29][CH2:28]1.